From a dataset of Catalyst prediction with 721,799 reactions and 888 catalyst types from USPTO. Predict which catalyst facilitates the given reaction. (1) Reactant: [F:1][C:2]1[CH:23]=[CH:22][C:5]([CH2:6][N:7]2[C:15]3[C:10](=[CH:11][CH:12]=[CH:13][CH:14]=3)[C:9]3[CH2:16][CH:17]([CH2:20][NH2:21])[NH:18][CH2:19][C:8]2=3)=[CH:4][CH:3]=1.C1N=CN([C:29](N2C=NC=C2)=[O:30])C=1.CCN(CC)CC. Product: [F:1][C:2]1[CH:3]=[CH:4][C:5]([CH2:6][N:7]2[C:15]3[CH:14]=[CH:13][CH:12]=[CH:11][C:10]=3[C:9]3[CH2:16][CH:17]4[CH2:20][NH:21][C:29](=[O:30])[N:18]4[CH2:19][C:8]2=3)=[CH:22][CH:23]=1. The catalyst class is: 20. (2) Reactant: Cl[CH2:2][CH2:3][O:4][C:5]([NH:7][C@@H:8]1[CH2:13][CH2:12][N:11]([C:14]([O:16][C:17]([CH3:20])([CH3:19])[CH3:18])=[O:15])[CH2:10][C@H:9]1[OH:21])=[O:6].[H-].[Na+]. Product: [OH:21][C@H:9]1[C@H:8]([N:7]2[CH2:2][CH2:3][O:4][C:5]2=[O:6])[CH2:13][CH2:12][N:11]([C:14]([O:16][C:17]([CH3:20])([CH3:19])[CH3:18])=[O:15])[CH2:10]1. The catalyst class is: 3. (3) Reactant: [CH:1]#[C:2][CH2:3][NH:4][C@H:5]1[C:9]2[CH:10]=[CH:11][CH:12]=[CH:13][C:8]=2[CH2:7][CH2:6]1.[O:14]=[CH:15][C@@H:16]([C@H:18]([C@@H:20]([C@@H:22]([C:24]([OH:26])=[O:25])[OH:23])[OH:21])[OH:19])[OH:17]. Product: [CH:1]#[C:2][CH2:3][NH:4][C@H:5]1[C:9]2[CH:10]=[CH:11][CH:12]=[CH:13][C:8]=2[CH2:7][CH2:6]1.[O:14]=[CH:15][C@@H:16]([C@H:18]([C@@H:20]([C@@H:22]([C:24]([O-:26])=[O:25])[OH:23])[OH:21])[OH:19])[OH:17]. The catalyst class is: 41. (4) Reactant: [C:1]([O:5][C:6]([N:8]([CH2:13][C:14](=O)[CH3:15])[CH2:9][C:10]([OH:12])=O)=[O:7])([CH3:4])([CH3:3])[CH3:2].[F:17][C:18]1[CH:25]=[CH:24][C:21]([CH2:22][NH2:23])=[CH:20][CH:19]=1.C(O[BH-](OC(=O)C)OC(=O)C)(=O)C.[Na+]. Product: [C:1]([O:5][C:6]([N:8]1[CH2:13][CH:14]([CH3:15])[N:23]([CH2:22][C:21]2[CH:24]=[CH:25][C:18]([F:17])=[CH:19][CH:20]=2)[C:10](=[O:12])[CH2:9]1)=[O:7])([CH3:2])([CH3:3])[CH3:4]. The catalyst class is: 68. (5) Reactant: [Cl:1][C:2]1[CH:3]=[CH:4][C:5]([C:41]#[N:42])=[C:6]([C:8]2[C:13]([O:14][CH3:15])=[CH:12][N:11]([CH:16]([CH2:31][C@H:32]3[CH2:37][CH2:36][C@@H:35]([O:38][CH3:39])[CH2:34][CH2:33]3)[C:17]([NH:19][C:20]3[CH:30]=[CH:29][C:23]([C:24]([O:26]CC)=[O:25])=[CH:22][CH:21]=3)=[O:18])[C:10](=[O:40])[CH:9]=2)[CH:7]=1.C(=O)([O-])[O-].[Cs+].[Cs+].Cl. Product: [Cl:1][C:2]1[CH:3]=[CH:4][C:5]([C:41]#[N:42])=[C:6]([C:8]2[C:13]([O:14][CH3:15])=[CH:12][N:11]([CH:16]([CH2:31][C@H:32]3[CH2:33][CH2:34][C@@H:35]([O:38][CH3:39])[CH2:36][CH2:37]3)[C:17]([NH:19][C:20]3[CH:30]=[CH:29][C:23]([C:24]([OH:26])=[O:25])=[CH:22][CH:21]=3)=[O:18])[C:10](=[O:40])[CH:9]=2)[CH:7]=1. The catalyst class is: 40. (6) The catalyst class is: 33. Product: [CH2:29]([O:28][C:25]1[CH:24]=[CH:23][C:22]([S:19]([CH:14]([CH:11]2[CH2:12][CH2:13][NH:8][CH2:9][CH2:10]2)[C:15]([NH:17][OH:18])=[O:16])(=[O:21])=[O:20])=[CH:27][CH:26]=1)[C:30]#[C:31][CH3:32]. Reactant: C(OC([N:8]1[CH2:13][CH2:12][CH:11]([CH:14]([S:19]([C:22]2[CH:27]=[CH:26][C:25]([O:28][CH2:29][C:30]#[C:31][CH3:32])=[CH:24][CH:23]=2)(=[O:21])=[O:20])[C:15]([NH:17][OH:18])=[O:16])[CH2:10][CH2:9]1)=O)(C)(C)C.[CH2:29]([O:28][C:25]1[CH:24]=[CH:23][C:22]([S:19]([CH:14]([CH:11]2[CH2:12][CH2:13][NH:8][CH2:9][CH2:10]2)[C:15]([NH:17][OH:18])=[O:16])(=[O:20])=[O:21])=[CH:27][CH:26]=1)[C:30]#[C:31][CH3:32].